Dataset: Reaction yield outcomes from USPTO patents with 853,638 reactions. Task: Predict the reaction yield, written as a fraction of the theoretical maximum amount of product (1.0 means a 100% yield; for example, 0.34 means a 34% yield). (1) The product is [C:37]([O:36][C:34]([NH:33][C:30]1[CH:29]=[CH:28][C:27]([S:26][C:25]2[CH:24]=[CH:23][C:18]([C:19]([O:21][CH3:22])=[O:20])=[CH:17][C:16]=2[NH:15][C:2]2[C:11]3[C:6](=[CH:7][C:8]([CH:12]([CH3:14])[CH3:13])=[CH:9][CH:10]=3)[N:5]=[CH:4][N:3]=2)=[CH:32][CH:31]=1)=[O:35])([CH3:40])([CH3:38])[CH3:39]. The reactants are Cl[C:2]1[C:11]2[C:6](=[CH:7][C:8]([CH:12]([CH3:14])[CH3:13])=[CH:9][CH:10]=2)[N:5]=[CH:4][N:3]=1.[NH2:15][C:16]1[CH:17]=[C:18]([CH:23]=[CH:24][C:25]=1[S:26][C:27]1[CH:32]=[CH:31][C:30]([NH:33][C:34]([O:36][C:37]([CH3:40])([CH3:39])[CH3:38])=[O:35])=[CH:29][CH:28]=1)[C:19]([O:21][CH3:22])=[O:20]. The catalyst is C(O)C. The yield is 0.330. (2) The reactants are [Br:1][CH2:2][CH2:3][CH2:4][CH2:5][C:6]1[CH:11]=[CH:10][C:9]([CH2:12][CH2:13][CH2:14][CH3:15])=[CH:8][CH:7]=1.[N:16]1[CH:21]=[CH:20][CH:19]=[C:18]([CH3:22])[CH:17]=1. The catalyst is C(#N)C. The product is [Br-:1].[CH2:12]([C:9]1[CH:10]=[CH:11][C:6]([CH2:5][CH2:4][CH2:3][CH2:2][N+:16]2[CH:21]=[CH:20][CH:19]=[C:18]([CH3:22])[CH:17]=2)=[CH:7][CH:8]=1)[CH2:13][CH2:14][CH3:15]. The yield is 0.750.